This data is from Full USPTO retrosynthesis dataset with 1.9M reactions from patents (1976-2016). The task is: Predict the reactants needed to synthesize the given product. (1) Given the product [CH3:1][O:2][C:3](=[O:15])[C:4]1[CH:9]=[CH:8][C:7]([O:10][CH2:11][CH2:12][Br:17])=[CH:6][C:5]=1[OH:14], predict the reactants needed to synthesize it. The reactants are: [CH3:1][O:2][C:3](=[O:15])[C:4]1[CH:9]=[CH:8][C:7]([O:10][CH2:11][CH2:12]O)=[CH:6][C:5]=1[OH:14].C(Br)(Br)(Br)[Br:17].C1(P(C2C=CC=CC=2)C2C=CC=CC=2)C=CC=CC=1. (2) Given the product [CH2:6]([N:13]1[C:21]2[C:16](=[CH:17][CH:18]=[C:19]([CH2:22][C:23]([OH:25])=[O:24])[CH:20]=2)[CH:15]=[CH:14]1)[CH:7]([CH3:12])[CH3:8].[CH2:6]([N:13]1[C:21]2[C:16](=[CH:17][CH:18]=[C:19]([CH2:22][C:23]([OH:25])=[O:24])[CH:20]=2)[CH:15]=[CH:14]1)[C:7]1[CH:8]=[CH:9][CH:10]=[CH:11][CH:12]=1, predict the reactants needed to synthesize it. The reactants are: C(Cl)C(C)C.[CH2:6]([N:13]1[C:21]2[C:16](=[CH:17][CH:18]=[C:19]([CH2:22][C:23]([OH:25])=[O:24])[CH:20]=2)[CH:15]=[CH:14]1)[C:7]1[CH:12]=[CH:11][CH:10]=[CH:9][CH:8]=1. (3) Given the product [Cl:14][C:15]1[N:16]=[C:17]([C:34]2[C:39]([O:40][CH3:41])=[CH:38][C:37]([C:42]3[CH:47]=[CH:46][CH:45]=[C:44]([F:48])[CH:43]=3)=[C:36]([F:49])[CH:35]=2)[C:18]2[C:23]([CH:24]=1)=[CH:22][C:21]([S:25]([NH:28][C:29]1[CH:33]=[CH:32][O:31][N:30]=1)(=[O:27])=[O:26])=[CH:20][CH:19]=2.[C:6]([C:15]1[N:16]=[C:17]([C:34]2[C:39]([O:40][CH3:41])=[CH:38][C:37]([C:42]3[CH:47]=[CH:46][CH:45]=[C:44]([F:48])[CH:43]=3)=[C:36]([F:49])[CH:35]=2)[C:18]2[C:23]([CH:24]=1)=[CH:22][C:21]([S:25]([NH:28][C:29]1[CH:33]=[CH:32][O:31][N:30]=1)(=[O:27])=[O:26])=[CH:20][CH:19]=2)#[N:7], predict the reactants needed to synthesize it. The reactants are: BrC1C=C2C(=CC=1)C(Cl)=[N:7][C:6](Cl)=C2.[Cl:14][C:15]1[N:16]=[C:17]([C:34]2[C:39]([O:40][CH3:41])=[CH:38][C:37]([C:42]3[CH:47]=[CH:46][CH:45]=[C:44]([F:48])[CH:43]=3)=[C:36]([F:49])[CH:35]=2)[C:18]2[C:23]([CH:24]=1)=[CH:22][C:21]([S:25]([NH:28][C:29]1[CH:33]=[CH:32][O:31][N:30]=1)(=[O:27])=[O:26])=[CH:20][CH:19]=2.C([Zn]C#N)#N. (4) Given the product [CH2:13]([O:20][N:21]1[C:2]2[N:3]=[CH:4][N:5]=[CH:6][C:7]=2[C:8]([OH:10])=[C:23]([CH3:24])[C:22]1=[O:25])[C:14]1[CH:19]=[CH:18][CH:17]=[CH:16][CH:15]=1, predict the reactants needed to synthesize it. The reactants are: Cl[C:2]1[C:7]([C:8]([O:10]CC)=O)=[CH:6][N:5]=[CH:4][N:3]=1.[CH2:13]([O:20][NH:21][C:22](=[O:25])[CH2:23][CH3:24])[C:14]1[CH:19]=[CH:18][CH:17]=[CH:16][CH:15]=1.C(=O)([O-])[O-].[K+].[K+].C(OCC)(=O)C.